This data is from Forward reaction prediction with 1.9M reactions from USPTO patents (1976-2016). The task is: Predict the product of the given reaction. (1) Given the reactants [CH:1]([C:3]([CH3:5])=[O:4])=[CH2:2].C([C:8]1[CH:9]=[C:10]([CH:14]=[CH:15][CH:16]=1)[C:11]([O-:13])=[O:12])=O.[CH2:17](N(CC)CC)C.[CH2:24]([OH:26])C, predict the reaction product. The product is: [CH3:17][O:13][C:11](=[O:12])[C:10]1[CH:9]=[CH:8][CH:16]=[CH:15][C:14]=1[C:24](=[O:26])[CH2:2][CH2:1][C:3](=[O:4])[CH3:5]. (2) Given the reactants [Br:1][C:2]1[CH:3]=[C:4]2[CH:10]=[CH:9][NH:8][C:5]2=[N:6][CH:7]=1.C=O.[CH2:13](O)[CH2:14][CH2:15][CH3:16].[NH:18]1CCC[CH2:19]1, predict the reaction product. The product is: [Br:1][C:2]1[CH:3]=[C:4]2[C:10]([CH2:19][N:18]3[CH2:16][CH2:15][CH2:14][CH2:13]3)=[CH:9][NH:8][C:5]2=[N:6][CH:7]=1. (3) Given the reactants [C:1]([C:5]1[O:6][C:7]2[C:13]([S:14](Cl)(=[O:16])=[O:15])=[C:12]([Cl:18])[CH:11]=[CH:10][C:8]=2[N:9]=1)([CH3:4])([CH3:3])[CH3:2].C(N(CC)CC)C.[CH3:26][N:27]1[CH2:33][CH2:32][CH2:31][NH:30][CH2:29][CH2:28]1, predict the reaction product. The product is: [C:1]([C:5]1[O:6][C:7]2[C:13]([S:14]([N:30]3[CH2:31][CH2:32][CH2:33][N:27]([CH3:26])[CH2:28][CH2:29]3)(=[O:16])=[O:15])=[C:12]([Cl:18])[CH:11]=[CH:10][C:8]=2[N:9]=1)([CH3:4])([CH3:3])[CH3:2]. (4) Given the reactants [Cl:1][C:2]1[N:10]=[C:9]2[C:5]([N:6]=[CH:7][N:8]2[CH:11]2[CH2:16][CH2:15][CH2:14][CH2:13][O:12]2)=[C:4](Cl)[N:3]=1.[NH3:18].O, predict the reaction product. The product is: [Cl:1][C:2]1[N:10]=[C:9]2[C:5]([N:6]=[CH:7][N:8]2[CH:11]2[CH2:16][CH2:15][CH2:14][CH2:13][O:12]2)=[C:4]([NH2:18])[N:3]=1. (5) Given the reactants Cl.[CH3:2][O:3][C:4](=[O:11])[C@H:5]([CH2:7][CH:8]([CH3:10])[CH3:9])[NH2:6].[Br:12][C:13]1[CH:20]=[CH:19][C:16]([CH:17]=O)=[CH:15][CH:14]=1.[O-]S([O-])(=O)=O.[Mg+2].C(N(CC)CC)C.[BH4-].[Na+], predict the reaction product. The product is: [Br:12][C:13]1[CH:20]=[CH:19][C:16]([CH2:17][NH:6][C@@H:5]([CH2:7][CH:8]([CH3:10])[CH3:9])[C:4]([O:3][CH3:2])=[O:11])=[CH:15][CH:14]=1. (6) Given the reactants [C:1]([OH:9])(=O)[CH2:2][CH2:3][CH2:4][CH2:5][CH:6]=[CH2:7].[Si](C=[N+:15]=[N-:16])(C)(C)C, predict the reaction product. The product is: [C:1]([NH:15][NH2:16])(=[O:9])[CH2:2][CH2:3][CH2:4][CH2:5][CH:6]=[CH2:7]. (7) Given the reactants [NH2:1][CH:2]([C:6]([F:9])([F:8])[F:7])[C:3]([OH:5])=[O:4].[CH3:10][C:11]([O:14][C:15](O[C:15]([O:14][C:11]([CH3:13])([CH3:12])[CH3:10])=[O:16])=[O:16])([CH3:13])[CH3:12], predict the reaction product. The product is: [C:11]([O:14][C:15]([NH:1][CH:2]([C:6]([F:9])([F:8])[F:7])[C:3]([OH:5])=[O:4])=[O:16])([CH3:13])([CH3:12])[CH3:10]. (8) Given the reactants [OH:1][N:2]=[C:3]([NH2:30])[C:4]1[CH:9]=[CH:8][C:7]([C:10]2[C:11]([O:17][CH2:18][C@H:19]3[CH2:21][C@@H:20]3[C:22]3[CH:27]=[CH:26][C:25]([O:28][CH3:29])=[CH:24][N:23]=3)=[N:12][C:13]([CH3:16])=[N:14][CH:15]=2)=[CH:6][CH:5]=1.[C:31](OC(=O)C)(=O)[CH3:32].C(O)(=O)C.O, predict the reaction product. The product is: [CH3:29][O:28][C:25]1[CH:26]=[CH:27][C:22]([C@H:20]2[CH2:21][C@@H:19]2[CH2:18][O:17][C:11]2[C:10]([C:7]3[CH:8]=[CH:9][C:4]([C:3]4[N:30]=[C:31]([CH3:32])[O:1][N:2]=4)=[CH:5][CH:6]=3)=[CH:15][N:14]=[C:13]([CH3:16])[N:12]=2)=[N:23][CH:24]=1. (9) Given the reactants [H-].[Na+].[Br:3][C:4]1[CH:10]=[CH:9][C:7]([NH2:8])=[C:6]([C:11]([CH3:14])([CH3:13])[CH3:12])[CH:5]=1.[CH2:15](I)[CH3:16].[Cl-].[NH4+].O1CC[CH2:22][CH2:21]1, predict the reaction product. The product is: [Br:3][C:4]1[CH:10]=[CH:9][C:7]([N:8]([CH2:15][CH3:16])[CH2:21][CH3:22])=[C:6]([C:11]([CH3:14])([CH3:13])[CH3:12])[CH:5]=1.